From a dataset of Reaction yield outcomes from USPTO patents with 853,638 reactions. Predict the reaction yield, written as a fraction of the theoretical maximum amount of product (1.0 means a 100% yield; for example, 0.34 means a 34% yield). (1) The reactants are [CH3:1][C:2]1[CH:10]=[C:6]([C:7]([OH:9])=O)[C:5]([OH:11])=[CH:4][CH:3]=1.[CH3:12][C:13]([C:16]1[CH:17]=[C:18]([CH:20]=[C:21]([C:23]([CH3:26])([CH3:25])[CH3:24])[CH:22]=1)[NH2:19])([CH3:15])[CH3:14]. No catalyst specified. The product is [CH3:15][C:13]([C:16]1[CH:17]=[C:18]([NH:19][C:7](=[O:9])[C:6]2[CH:10]=[C:2]([CH3:1])[CH:3]=[CH:4][C:5]=2[OH:11])[CH:20]=[C:21]([C:23]([CH3:26])([CH3:25])[CH3:24])[CH:22]=1)([CH3:12])[CH3:14]. The yield is 0.163. (2) The reactants are [OH-].[Na+].C[O:4][C:5](=[O:27])[C:6]([C:9]1[CH:18]=[C:17]2[C:12]([C@@H:13]3[CH2:24][C:23](=[O:25])[CH2:22][CH2:21][C@H:14]3[C:15]([CH3:20])([CH3:19])[O:16]2)=[C:11]([OH:26])[CH:10]=1)([CH3:8])[CH3:7].C1COCC1. The catalyst is O. The product is [OH:26][C:11]1[CH:10]=[C:9]([C:6]([CH3:7])([CH3:8])[C:5]([OH:27])=[O:4])[CH:18]=[C:17]2[C:12]=1[C@@H:13]1[CH2:24][C:23](=[O:25])[CH2:22][CH2:21][C@H:14]1[C:15]([CH3:20])([CH3:19])[O:16]2. The yield is 0.430. (3) The reactants are CC1(C)[O:6][C@H:5]([CH2:7][O:8][C:9]2[N:14]=[C:13]([NH:15][C:16]([N:18]3[C@@H:24]4[CH2:25][N:21]([CH2:22][CH2:23]4)[C:20]4[CH:26]=[CH:27][C:28]([C:30]5[CH:35]=[CH:34][CH:33]=[C:32]([C:36]([F:39])([F:38])[F:37])[CH:31]=5)=[N:29][C:19]3=4)=[O:17])[CH:12]=[CH:11][N:10]=2)[CH2:4][O:3]1.Cl.O1CCOCC1. The catalyst is ClCCl.O. The product is [OH:6][C@@H:5]([CH2:4][OH:3])[CH2:7][O:8][C:9]1[N:14]=[C:13]([NH:15][C:16]([N:18]2[C@@H:24]3[CH2:25][N:21]([CH2:22][CH2:23]3)[C:20]3[CH:26]=[CH:27][C:28]([C:30]4[CH:35]=[CH:34][CH:33]=[C:32]([C:36]([F:37])([F:39])[F:38])[CH:31]=4)=[N:29][C:19]2=3)=[O:17])[CH:12]=[CH:11][N:10]=1. The yield is 0.643. (4) The catalyst is CC#N.O. The product is [CH3:14][N:15]1[C:16]2[CH:30]=[CH:29][C:19]([O:20][C:21]3[CH:26]=[CH:25][N:24]=[C:23]([C:27]#[N:28])[CH:22]=3)=[CH:18][C:17]=2[N:31]=[C:10]1[NH:9][C:6]1[CH:7]=[CH:8][C:3]([C:2]([F:13])([F:12])[F:1])=[CH:4][CH:5]=1. The reactants are [F:1][C:2]([F:13])([F:12])[C:3]1[CH:8]=[CH:7][C:6]([N:9]=[C:10]=S)=[CH:5][CH:4]=1.[CH3:14][NH:15][C:16]1[CH:30]=[CH:29][C:19]([O:20][C:21]2[CH:26]=[CH:25][N:24]=[C:23]([C:27]#[N:28])[CH:22]=2)=[CH:18][C:17]=1[NH2:31].CCN(C(C)C)C(C)C.[Cl-].ClC1N(C)CC[NH+]1C. The yield is 0.780. (5) The reactants are [N:1]1[CH:6]=[CH:5][CH:4]=[C:3]([N:7]2[CH2:14][CH:13]3[CH2:15][CH:9]([CH2:10][NH:11][CH2:12]3)[CH2:8]2)[CH:2]=1.[C:16]1([CH3:26])[CH:21]=[CH:20][C:19]([S:22]([OH:25])(=[O:24])=[O:23])=[CH:18][CH:17]=1. No catalyst specified. The product is [CH3:26][C:16]1[CH:17]=[CH:18][C:19]([S:22]([OH:25])(=[O:24])=[O:23])=[CH:20][CH:21]=1.[CH3:26][C:16]1[CH:17]=[CH:18][C:19]([S:22]([OH:25])(=[O:24])=[O:23])=[CH:20][CH:21]=1.[N:1]1[CH:6]=[CH:5][CH:4]=[C:3]([N:7]2[CH2:8][CH:9]3[CH2:15][CH:13]([CH2:12][NH:11][CH2:10]3)[CH2:14]2)[CH:2]=1. The yield is 0.530. (6) The reactants are C(OC(=O)[NH:7][CH:8]([C:28](=[O:32])[N:29]([CH3:31])[CH3:30])[C:9]1[CH:14]=[CH:13][C:12]([O:15][C:16]2[CH:21]=[CH:20][C:19]([CH2:22][CH2:23][C:24](=[O:27])[NH:25][OH:26])=[CH:18][CH:17]=2)=[CH:11][CH:10]=1)(C)(C)C.C(Cl)[Cl:35]. No catalyst specified. The product is [ClH:35].[NH2:7][CH:8]([C:28](=[O:32])[N:29]([CH3:30])[CH3:31])[C:9]1[CH:10]=[CH:11][C:12]([O:15][C:16]2[CH:17]=[CH:18][C:19]([CH2:22][CH2:23][C:24]([NH:25][OH:26])=[O:27])=[CH:20][CH:21]=2)=[CH:13][CH:14]=1. The yield is 0.920.